From a dataset of NCI-60 drug combinations with 297,098 pairs across 59 cell lines. Regression. Given two drug SMILES strings and cell line genomic features, predict the synergy score measuring deviation from expected non-interaction effect. Drug 1: CC1=CC2C(CCC3(C2CCC3(C(=O)C)OC(=O)C)C)C4(C1=CC(=O)CC4)C. Drug 2: CC(C)NC(=O)C1=CC=C(C=C1)CNNC.Cl. Cell line: BT-549. Synergy scores: CSS=1.46, Synergy_ZIP=0.511, Synergy_Bliss=0.465, Synergy_Loewe=-3.08, Synergy_HSA=-2.00.